From a dataset of Full USPTO retrosynthesis dataset with 1.9M reactions from patents (1976-2016). Predict the reactants needed to synthesize the given product. (1) Given the product [NH2:8][C:9]1[N:14]=[C:13]([CH3:15])[N:12]=[C:11]([C:16]2[CH:17]=[C:18]([C:31]3[CH:36]=[CH:35][CH:34]=[CH:33][N:32]=3)[CH:19]=[N:20][C:21]=2[NH:22][C:23]2[CH:24]=[N:25][C:26]([O:29][CH3:30])=[CH:27][CH:28]=2)[N:10]=1, predict the reactants needed to synthesize it. The reactants are: COC1C=CC(C[N:8](CC2C=CC(OC)=CC=2)[C:9]2[N:14]=[C:13]([CH3:15])[N:12]=[C:11]([C:16]3[CH:17]=[C:18]([C:31]4[CH:36]=[CH:35][CH:34]=[CH:33][N:32]=4)[CH:19]=[N:20][C:21]=3[NH:22][C:23]3[CH:24]=[N:25][C:26]([O:29][CH3:30])=[CH:27][CH:28]=3)[N:10]=2)=CC=1. (2) Given the product [CH2:13]([C:16]1[CH:21]=[CH:20][C:19]([C:2]2[CH:3]=[C:4]3[C:9](=[CH:10][CH:11]=2)[CH:8]=[C:7]([OH:12])[CH:6]=[CH:5]3)=[CH:18][CH:17]=1)[CH2:14][CH3:15], predict the reactants needed to synthesize it. The reactants are: Br[C:2]1[CH:3]=[C:4]2[C:9](=[CH:10][CH:11]=1)[CH:8]=[C:7]([OH:12])[CH:6]=[CH:5]2.[CH2:13]([C:16]1[CH:21]=[CH:20][C:19](OB(O)O)=[CH:18][CH:17]=1)[CH2:14][CH3:15].C(C1C=CC(Br)=CC=1)CC.B(OC)(OC)OC.Cl.C(=O)([O-])[O-].[K+].[K+]. (3) Given the product [Br:37][C:30]1[CH:31]=[C:32]([CH3:36])[CH:33]=[C:34]2[C:29]=1[CH:28]=[N:27][N:26]2[C:23]1[CH:24]=[CH:25][C:20]([F:19])=[CH:21][CH:22]=1, predict the reactants needed to synthesize it. The reactants are: BrC1C=C(C)C=C2C=1C=NN2C1C=CC=CC=1F.[F:19][C:20]1[CH:25]=[CH:24][C:23]([NH:26][N:27]=[CH:28][C:29]2[C:34](Br)=[CH:33][C:32]([CH3:36])=[CH:31][C:30]=2[Br:37])=[CH:22][CH:21]=1. (4) Given the product [O:1]=[C:2]([N:6]1[CH2:11][CH2:10][CH:9]([O:12][C:13]2[CH:18]=[CH:17][CH:16]=[CH:15][CH:14]=2)[CH2:8][CH2:7]1)[C:3]([NH:19][C:20]1[CH:21]=[C:22]2[C:26](=[CH:27][CH:28]=1)[NH:25][C:24](=[O:29])[CH2:23]2)=[O:5], predict the reactants needed to synthesize it. The reactants are: [O:1]=[C:2]([N:6]1[CH2:11][CH2:10][CH:9]([O:12][C:13]2[CH:18]=[CH:17][CH:16]=[CH:15][CH:14]=2)[CH2:8][CH2:7]1)[C:3]([OH:5])=O.[NH2:19][C:20]1[CH:21]=[C:22]2[C:26](=[CH:27][CH:28]=1)[NH:25][C:24](=[O:29])[CH2:23]2.